Task: Predict the product of the given reaction.. Dataset: Forward reaction prediction with 1.9M reactions from USPTO patents (1976-2016) (1) Given the reactants [CH2:1]([O:8][C:9]([N:11]1[CH2:16][CH2:15][CH:14]([N:17]=[N+]=[N-])[CH:13]([OH:20])[CH2:12]1)=[O:10])[C:2]1[CH:7]=[CH:6][CH:5]=[CH:4][CH:3]=1.C1(P(C2C=CC=CC=2)C2C=CC=CC=2)C=CC=CC=1.O.C(N(CC)CC)C.[C:48]([O:52][C:53](O[C:53]([O:52][C:48]([CH3:51])([CH3:50])[CH3:49])=[O:54])=[O:54])([CH3:51])([CH3:50])[CH3:49], predict the reaction product. The product is: [CH2:1]([O:8][C:9]([N:11]1[CH2:16][CH2:15][CH:14]([NH:17][C:53]([O:52][C:48]([CH3:51])([CH3:50])[CH3:49])=[O:54])[CH:13]([OH:20])[CH2:12]1)=[O:10])[C:2]1[CH:7]=[CH:6][CH:5]=[CH:4][CH:3]=1. (2) Given the reactants [C:1](=[C:4]1[CH:8]=[C:7]([CH3:9])[CH:6]=[CH:5]1)([CH3:3])[CH3:2].O=C[C:12](=[CH2:14])[CH3:13].[H-].[H-].[H-].[H-].[Li+].[Al+3].[CH2:21]([O:23]CC)C, predict the reaction product. The product is: [C:1](=[C:4]1[CH:5]2[C:12]([CH3:14])=[CH:13][CH:8]1[C:7]([CH2:21][OH:23])([CH3:9])[CH2:6]2)([CH3:3])[CH3:2]. (3) Given the reactants [CH3:1][N:2]1[CH2:25][CH2:24][C:5]2[N:6]=[C:7]([NH:11][C:12]3[CH:17]=[CH:16][C:15]([N:18]4[CH:22]=[CH:21][N:20]=[C:19]4[CH3:23])=[CH:14][CH:13]=3)[N:8]=[C:9]([OH:10])[C:4]=2[CH2:3]1.[F:26][C:27]([F:46])([F:45])[S:28](N(C1C=CC=CC=1)[S:28]([C:27]([F:46])([F:45])[F:26])(=[O:30])=[O:29])(=[O:30])=[O:29].N12CCCN=C1CCCCC2, predict the reaction product. The product is: [F:26][C:27]([F:46])([F:45])[S:28]([O:10][C:9]1[C:4]2[CH2:3][N:2]([CH3:1])[CH2:25][CH2:24][C:5]=2[N:6]=[C:7]([NH:11][C:12]2[CH:13]=[CH:14][C:15]([N:18]3[CH:22]=[CH:21][N:20]=[C:19]3[CH3:23])=[CH:16][CH:17]=2)[N:8]=1)(=[O:30])=[O:29]. (4) Given the reactants [Cl:1][C:2]1[C:3]2[N:11]=[CH:10][C:9]([C:12]3[C:17]([Cl:18])=[CH:16][CH:15]=[CH:14][N:13]=3)=[CH:8][C:4]=2[N:5]=[CH:6][N:7]=1.[CH3:19][N:20]1[CH2:29][C:28]([CH3:31])([CH3:30])[C:27]2[C:22](=[CH:23][C:24]([NH2:32])=[CH:25][CH:26]=2)[CH2:21]1, predict the reaction product. The product is: [ClH:1].[Cl:18][C:17]1[C:12]([C:9]2[CH:10]=[N:11][C:3]3[C:2]([NH:32][C:24]4[CH:23]=[C:22]5[C:27]([C:28]([CH3:31])([CH3:30])[CH2:29][N:20]([CH3:19])[CH2:21]5)=[CH:26][CH:25]=4)=[N:7][CH:6]=[N:5][C:4]=3[CH:8]=2)=[N:13][CH:14]=[CH:15][CH:16]=1. (5) Given the reactants [C:1]([N:4]1[C:13]2[C:8](=[CH:9][C:10]([S:14]([CH3:17])(=[O:16])=[O:15])=[CH:11][CH:12]=2)[C@H:7]([NH:18]C(=O)OCC2C=CC=CC=2)[C@@H:6]([CH3:29])[C@@H:5]1[CH:30]1[CH2:32][CH2:31]1)(=[O:3])[CH3:2], predict the reaction product. The product is: [NH2:18][C@H:7]1[C:8]2[C:13](=[CH:12][CH:11]=[C:10]([S:14]([CH3:17])(=[O:16])=[O:15])[CH:9]=2)[N:4]([C:1](=[O:3])[CH3:2])[C@@H:5]([CH:30]2[CH2:32][CH2:31]2)[C@@H:6]1[CH3:29]. (6) Given the reactants FC(F)(F)S(O[C:7]1[CH:12]=[C:11]([O:13][C:14](=[O:18])[N:15]([CH3:17])[CH3:16])[CH:10]=[CH:9][C:8]=1[CH:19]=[O:20])(=O)=O.[Cl-].[Li+].[CH2:25]([Sn](CCCC)(CCCC)C=C)[CH2:26]CC.[F-].[K+], predict the reaction product. The product is: [CH3:16][N:15]([CH3:17])[C:14](=[O:18])[O:13][C:11]1[CH:10]=[CH:9][C:8]([CH:19]=[O:20])=[C:7]([CH:25]=[CH2:26])[CH:12]=1. (7) Given the reactants [NH2:1][C:2]1[CH:20]=[CH:19][C:5]([C:6]([NH:8][C:9]2[CH:10]=[N:11][C:12]([C:15]([F:18])([F:17])[F:16])=[CH:13][CH:14]=2)=[O:7])=[CH:4][C:3]=1[N+:21]([O-])=O, predict the reaction product. The product is: [NH2:21][C:3]1[CH:4]=[C:5]([CH:19]=[CH:20][C:2]=1[NH2:1])[C:6]([NH:8][C:9]1[CH:10]=[N:11][C:12]([C:15]([F:18])([F:16])[F:17])=[CH:13][CH:14]=1)=[O:7]. (8) Given the reactants [CH3:1][O:2][C:3]1[CH:4]=[C:5]([CH:8]=[C:9]([O:11][CH3:12])[CH:10]=1)[CH:6]=O.[C:13]([NH:16][NH2:17])([NH2:15])=[NH:14].[ClH:18], predict the reaction product. The product is: [ClH:18].[CH3:1][O:2][C:3]1[CH:4]=[C:5]([CH:8]=[C:9]([O:11][CH3:12])[CH:10]=1)[CH:6]=[N:17][NH:16][C:13]([NH2:15])=[NH:14].